This data is from Reaction yield outcomes from USPTO patents with 853,638 reactions. The task is: Predict the reaction yield, written as a fraction of the theoretical maximum amount of product (1.0 means a 100% yield; for example, 0.34 means a 34% yield). (1) The reactants are Cl.[NH:2]1[CH2:5][CH:4]([O:6][C:7]2[CH:8]=[CH:9][C:10]([NH:13][C:14]3[C:15](=[O:22])[N:16]([CH3:21])[CH:17]=[C:18]([Br:20])[CH:19]=3)=[N:11][CH:12]=2)[CH2:3]1.C=O.[C:25](O)(=O)C.[BH-](OC(C)=O)(OC(C)=O)OC(C)=O.[Na+]. The catalyst is CO. The product is [Br:20][C:18]1[CH:19]=[C:14]([NH:13][C:10]2[CH:9]=[CH:8][C:7]([O:6][CH:4]3[CH2:5][N:2]([CH3:25])[CH2:3]3)=[CH:12][N:11]=2)[C:15](=[O:22])[N:16]([CH3:21])[CH:17]=1. The yield is 0.800. (2) The catalyst is CO. The yield is 0.610. The product is [O:13]=[C:12]([CH:14]=[CH:1][CH:2]=[CH:3][C:4]1[CH:9]=[CH:8][CH:7]=[CH:6][CH:5]=1)[C:11]([O-:16])=[O:15].[K+:18]. The reactants are [CH:1](=O)/[CH:2]=[CH:3]/[C:4]1[CH:9]=[CH:8][CH:7]=[CH:6][CH:5]=1.[C:11]([OH:16])(=[O:15])[C:12]([CH3:14])=[O:13].[OH-].[K+:18]. (3) The reactants are [F:1][C:2]([F:22])([F:21])[C:3]1([O:16][Si](C)(C)C)[CH2:8][CH2:7][N:6]([C:9]([O:11][C:12]([CH3:15])([CH3:14])[CH3:13])=[O:10])[CH2:5][CH2:4]1.C(=O)([O-])[O-].[K+].[K+]. The catalyst is CO. The product is [OH:16][C:3]1([C:2]([F:22])([F:1])[F:21])[CH2:4][CH2:5][N:6]([C:9]([O:11][C:12]([CH3:15])([CH3:13])[CH3:14])=[O:10])[CH2:7][CH2:8]1. The yield is 0.140. (4) The reactants are [N:1]([CH2:4][CH2:5][CH2:6][C:7](=[N:14][NH:15][C:16](=[O:25])[C:17]1[CH:22]=[C:21]([Cl:23])[CH:20]=[CH:19][C:18]=1[CH3:24])[C:8]1[CH:13]=[CH:12][CH:11]=[CH:10][CH:9]=1)=[N+:2]=[N-:3].[C:26](Cl)(=[O:31])[C:27]([CH3:30])([CH3:29])[CH3:28].O. The catalyst is N1C=CC=CC=1. The product is [N:1]([CH2:4][CH2:5][CH2:6][C:7]1([C:8]2[CH:9]=[CH:10][CH:11]=[CH:12][CH:13]=2)[N:14]([C:26](=[O:31])[C:27]([CH3:30])([CH3:29])[CH3:28])[N:15]=[C:16]([C:17]2[CH:22]=[C:21]([Cl:23])[CH:20]=[CH:19][C:18]=2[CH3:24])[O:25]1)=[N+:2]=[N-:3]. The yield is 0.500.